Dataset: Catalyst prediction with 721,799 reactions and 888 catalyst types from USPTO. Task: Predict which catalyst facilitates the given reaction. Reactant: [CH3:1][N:2]1[CH:6]=[C:5]([S:7]([N:10]2[CH2:14][C@H:13]([C:15]3[CH:20]=[CH:19][CH:18]=[CH:17][CH:16]=3)[C@@H:12]([NH:21][C:22]3[CH:27]=[C:26]([C:28]([F:31])([F:30])[F:29])[N:25]=[C:24](S(C)(=O)=O)[N:23]=3)[CH2:11]2)(=[O:9])=[O:8])[N:4]=[CH:3]1.[CH3:36][O-:37].[Na+]. Product: [CH3:36][O:37][C:24]1[N:23]=[C:22]([NH:21][C@@H:12]2[C@@H:13]([C:15]3[CH:20]=[CH:19][CH:18]=[CH:17][CH:16]=3)[CH2:14][N:10]([S:7]([C:5]3[N:4]=[CH:3][N:2]([CH3:1])[CH:6]=3)(=[O:9])=[O:8])[CH2:11]2)[CH:27]=[C:26]([C:28]([F:31])([F:30])[F:29])[N:25]=1. The catalyst class is: 5.